This data is from Forward reaction prediction with 1.9M reactions from USPTO patents (1976-2016). The task is: Predict the product of the given reaction. (1) Given the reactants S(=O)(=O)(O)O.O.[OH:7][CH:8]1[CH2:13][CH2:12][CH2:11][CH:10]([C:14]([OH:16])=[O:15])[CH2:9]1.CC(C)=O.OS(O)(=O)=O.O=[Cr](=O)=O, predict the reaction product. The product is: [O:7]=[C:8]1[CH2:13][CH2:12][CH2:11][CH:10]([C:14]([OH:16])=[O:15])[CH2:9]1. (2) Given the reactants C(/N=[CH:6]/[C:7]1[CH:12]=[C:11]([Cl:13])[CH:10]=[CH:9][C:8]=1[O:14][CH:15]1[CH2:18][CH2:17][CH2:16]1)(C)(C)C.C1C[O:22]CC1, predict the reaction product. The product is: [Cl:13][C:11]1[CH:10]=[CH:9][C:8]([O:14][CH:15]2[CH2:18][CH2:17][CH2:16]2)=[C:7]([CH:12]=1)[CH:6]=[O:22]. (3) Given the reactants [CH:1]([C:4]1[N:5]=[C:6]([C:9]([NH:11][C:12]2[C:17]([Cl:18])=[C:16]([O:19][CH3:20])[CH:15]=[CH:14][C:13]=2[C:21](=[O:23])[CH3:22])=O)[S:7][CH:8]=1)([CH3:3])[CH3:2].OC1C2C(=C(C)C(OC)=CC=2)N=C(C2SC=CN=2)C=1, predict the reaction product. The product is: [Cl:18][C:17]1[C:16]([O:19][CH3:20])=[CH:15][CH:14]=[C:13]2[C:12]=1[N:11]=[C:9]([C:6]1[S:7][CH:8]=[C:4]([CH:1]([CH3:3])[CH3:2])[N:5]=1)[CH:22]=[C:21]2[OH:23]. (4) The product is: [Si:31]([O:30][CH2:29][C@H:28]([CH3:38])[O:27][C:25]1[CH:24]=[C:20]([CH:19]=[C:18]([O:17][CH2:16][C:10]2[CH:11]=[CH:12][CH:13]=[CH:14][CH:15]=2)[CH:26]=1)[C:21]([NH:45][C:42]1[CH:43]=[CH:44][N:40]([CH3:39])[N:41]=1)=[O:23])([C:34]([CH3:37])([CH3:36])[CH3:35])([CH3:32])[CH3:33]. Given the reactants CCN(C(C)C)C(C)C.[C:10]1([CH2:16][O:17][C:18]2[CH:19]=[C:20]([CH:24]=[C:25]([O:27][C@@H:28]([CH3:38])[CH2:29][O:30][Si:31]([C:34]([CH3:37])([CH3:36])[CH3:35])([CH3:33])[CH3:32])[CH:26]=2)[C:21]([OH:23])=O)[CH:15]=[CH:14][CH:13]=[CH:12][CH:11]=1.[CH3:39][N:40]1[CH:44]=[CH:43][C:42]([NH2:45])=[N:41]1.CN(C(ON1N=NC2C=CC=NC1=2)=[N+](C)C)C.F[P-](F)(F)(F)(F)F, predict the reaction product. (5) The product is: [F:35][C:31]1[C:30]([CH3:36])=[C:29]([CH:16]([C:17](=[CH2:28])[C:18]([C:20]2[CH:25]=[CH:24][CH:23]=[C:22]([O:26][CH3:27])[CH:21]=2)=[O:19])[C:5](=[CH2:4])[C:6]([C:8]2[CH:13]=[CH:12][CH:11]=[C:10]([O:14][CH3:15])[CH:9]=2)=[O:7])[CH:34]=[CH:33][CH:32]=1. Given the reactants CN([CH2:4][CH:5]([CH:16]([C:29]1[CH:34]=[CH:33][CH:32]=[C:31]([F:35])[C:30]=1[CH3:36])[C:17](=[CH2:28])[C:18]([C:20]1[CH:25]=[CH:24][CH:23]=[C:22]([O:26][CH3:27])[CH:21]=1)=[O:19])[C:6]([C:8]1[CH:13]=[CH:12][CH:11]=[C:10]([O:14][CH3:15])[CH:9]=1)=[O:7])C.C(N(C(C)C)CC)(C)C.IC.[OH-].[K+], predict the reaction product.